From a dataset of Full USPTO retrosynthesis dataset with 1.9M reactions from patents (1976-2016). Predict the reactants needed to synthesize the given product. (1) Given the product [Cl:14][C:15]1[CH:20]=[C:19](/[C:3](/[CH2:4][C:5]([O:7][CH2:8][CH3:9])=[O:6])=[CH:2]/[C:1]([O:11][CH2:12][CH3:13])=[O:10])[CH:18]=[CH:17][CH:16]=1, predict the reactants needed to synthesize it. The reactants are: [C:1]([O:11][CH2:12][CH3:13])(=[O:10])[CH:2]=[CH:3][CH2:4][C:5]([O:7][CH2:8][CH3:9])=[O:6].[Cl:14][C:15]1[CH:16]=[C:17](I)[CH:18]=[CH:19][CH:20]=1.C([O-])(=O)C.[Na+].O. (2) Given the product [CH:32]1([C:16]2[C:17]3[S:25][C:24]([C:26]([O:28][CH3:29])=[O:27])=[C:23]([CH3:30])[C:18]=3[N:19]([CH2:20][O:21][CH3:22])[C:15]=2[C:10]2[CH:11]=[CH:12][CH:13]=[CH:14][C:9]=2[OH:8])[CH2:33][CH2:34][CH2:35][CH2:36][CH2:37]1, predict the reactants needed to synthesize it. The reactants are: C([O:8][C:9]1[CH:14]=[CH:13][CH:12]=[CH:11][C:10]=1[C:15]1[N:19]([CH2:20][O:21][CH3:22])[C:18]2[C:23]([CH:30]=O)=[C:24]([C:26]([O:28][CH3:29])=[O:27])[S:25][C:17]=2[C:16]=1[CH:32]1[CH2:37][CH2:36][CH2:35][CH2:34][CH2:33]1)C1C=CC=CC=1. (3) Given the product [C:19]([C:18]1[CH:22]=[CH:23][C:15]([O:11][CH:10]2[CH2:9][CH2:8][N:7]([CH3:12])[CH2:6][C:5]3[S:13][C:2]([CH3:1])=[CH:3][C:4]2=3)=[CH:16][CH:17]=1)(=[O:20])[NH2:21], predict the reactants needed to synthesize it. The reactants are: [CH3:1][C:2]1[S:13][C:5]2[CH2:6][N:7]([CH3:12])[CH2:8][CH2:9][CH:10]([OH:11])[C:4]=2[CH:3]=1.F[C:15]1[CH:23]=[CH:22][C:18]([C:19]([NH2:21])=[O:20])=[CH:17][CH:16]=1.